This data is from Forward reaction prediction with 1.9M reactions from USPTO patents (1976-2016). The task is: Predict the product of the given reaction. (1) Given the reactants [Br:1][C:2]1[C:3]([CH2:12][O:13][C:14]2[CH:19]=[CH:18][C:17]([Cl:20])=[C:16]([Cl:21])[CH:15]=2)=[CH:4][C:5]2[N:6]([C:8]([NH2:11])=[N:9][N:10]=2)[CH:7]=1.C(N(CC)CC)C.[CH3:29][S:30](Cl)(=[O:32])=[O:31], predict the reaction product. The product is: [Br:1][C:2]1[C:3]([CH2:12][O:13][C:14]2[CH:19]=[CH:18][C:17]([Cl:20])=[C:16]([Cl:21])[CH:15]=2)=[CH:4][C:5]2[N:6]([C:8]([NH:11][S:30]([CH3:29])(=[O:32])=[O:31])=[N:9][N:10]=2)[CH:7]=1. (2) Given the reactants [NH2:1][C:2]1[C:7]([CH:8]=[O:9])=[CH:6][CH:5]=[C:4]([CH2:10][O:11]C)[N:3]=1.ClCCl.B(Br)(Br)Br, predict the reaction product. The product is: [NH2:1][C:2]1[C:7]([CH:8]=[O:9])=[CH:6][CH:5]=[C:4]([CH2:10][OH:11])[N:3]=1. (3) Given the reactants [C:1]([O:9][CH:10]([C@H:13]1[O:22][C@@H:16]2[O:17][C:18]([CH3:21])(C)[O:19][C@@H:15]2[CH2:14]1)[CH2:11][CH3:12])(=[O:8])[C:2]1[CH:7]=[CH:6][CH:5]=[CH:4][CH:3]=1.[C:23]([O:26]C(=O)C)(=[O:25])[CH3:24].S(=O)(=O)(O)O, predict the reaction product. The product is: [C:1]([O:9][CH:10]([C@@H:13]1[CH2:14][C@@H:15]([O:19][C:18](=[O:17])[CH3:21])[CH:16]([O:26][C:23](=[O:25])[CH3:24])[O:22]1)[CH2:11][CH3:12])(=[O:8])[C:2]1[CH:3]=[CH:4][CH:5]=[CH:6][CH:7]=1. (4) The product is: [CH3:1][O:2][C:3]1[CH:8]=[C:7]([CH3:9])[C:6]([S:10]([N:13]([CH3:14])[CH2:15][C:16]2[S:20][C:19]([C:21]([N:36]3[CH2:35][CH2:34][N:33]([CH2:32][CH2:31][N:26]4[CH2:27][CH2:28][CH2:29][CH2:30]4)[CH2:38][CH2:37]3)=[O:23])=[N:18][N:17]=2)(=[O:11])=[O:12])=[C:5]([CH3:25])[CH:4]=1. Given the reactants [CH3:1][O:2][C:3]1[CH:8]=[C:7]([CH3:9])[C:6]([S:10]([N:13]([CH2:15][C:16]2[S:20][C:19]([C:21]([O:23]C)=O)=[N:18][N:17]=2)[CH3:14])(=[O:12])=[O:11])=[C:5]([CH3:25])[CH:4]=1.[N:26]1([CH2:31][CH2:32][N:33]2[CH2:38][CH2:37][NH:36][CH2:35][CH2:34]2)[CH2:30][CH2:29][CH2:28][CH2:27]1.C[Al](C)C, predict the reaction product. (5) Given the reactants [F:1][C:2]1[CH:7]=[CH:6][CH:5]=[CH:4][C:3]=1[N:8]1[C:16]2[C:11](=[C:12]([N:17]3[CH2:22][CH2:21][CH2:20][NH:19][C:18]3=[O:23])[CH:13]=[CH:14][CH:15]=2)[CH:10]=[N:9]1.[H-].[Na+].I[CH2:27][C:28]([O:30][CH2:31][CH3:32])=[O:29], predict the reaction product. The product is: [F:1][C:2]1[CH:7]=[CH:6][CH:5]=[CH:4][C:3]=1[N:8]1[C:16]2[C:11](=[C:12]([N:17]3[CH2:22][CH2:21][CH2:20][N:19]([CH2:27][C:28]([O:30][CH2:31][CH3:32])=[O:29])[C:18]3=[O:23])[CH:13]=[CH:14][CH:15]=2)[CH:10]=[N:9]1. (6) Given the reactants C(=O)([O-])[O-].[K+].[K+].[C:7]1([CH:14]=[CH:13][CH:12]=[C:10]([OH:11])[CH:9]=1)[OH:8].Br[CH2:16][C:17]1[CH:18]=[C:19]([CH:22]=[CH:23][CH:24]=1)[C:20]#[N:21], predict the reaction product. The product is: [OH:8][C:7]1[CH:9]=[C:10]([CH:12]=[CH:13][CH:14]=1)[O:11][CH2:16][C:17]1[CH:18]=[C:19]([CH:22]=[CH:23][CH:24]=1)[C:20]#[N:21].